From a dataset of Retrosynthesis with 50K atom-mapped reactions and 10 reaction types from USPTO. Predict the reactants needed to synthesize the given product. (1) The reactants are: CC(C)Br.Nc1ccc(Cl)cc1Cl. Given the product CC(C)Nc1ccc(Cl)cc1Cl, predict the reactants needed to synthesize it. (2) The reactants are: N#CC1CCNCC1.O=C(Cl)OCc1ccccc1. Given the product N#CC1CCN(C(=O)OCc2ccccc2)CC1, predict the reactants needed to synthesize it. (3) Given the product COc1ccc2c(N3CCc4cc(F)c(Br)cc43)ncnc2c1, predict the reactants needed to synthesize it. The reactants are: COc1ccc2c(Cl)ncnc2c1.Fc1cc2c(cc1Br)NCC2. (4) Given the product O=C(O)Cc1ccccc1, predict the reactants needed to synthesize it. The reactants are: O=C(Cc1ccccc1)OCc1ccccc1. (5) The reactants are: CCOC(=O)C(C)(C(=O)OCC)c1ccc(N)cc1.ClCCNCCCl. Given the product CCOC(=O)C(C)(C(=O)OCC)c1ccc(N2CCNCC2)cc1, predict the reactants needed to synthesize it. (6) Given the product O=C(O)c1ccc(C#CC#CC#CC2CC2)cc1, predict the reactants needed to synthesize it. The reactants are: COC(=O)c1ccc(C#CC#CC#CC2CC2)cc1.